Dataset: Reaction yield outcomes from USPTO patents with 853,638 reactions. Task: Predict the reaction yield, written as a fraction of the theoretical maximum amount of product (1.0 means a 100% yield; for example, 0.34 means a 34% yield). (1) The reactants are [C:1]12([C:11]3[N:16]=[C:15]([C:17]4[CH:22]=[CH:21][C:20](Br)=[CH:19][CH:18]=4)[CH:14]=[CH:13][N:12]=3)[CH2:10][CH:5]3[CH2:6][CH:7]([CH2:9][CH:3]([CH2:4]3)[CH2:2]1)[CH2:8]2.CN([CH:27]=[O:28])C. The catalyst is C1COCC1. The product is [C:1]12([C:11]3[N:16]=[C:15]([C:17]4[CH:22]=[CH:21][C:20]([CH:27]=[O:28])=[CH:19][CH:18]=4)[CH:14]=[CH:13][N:12]=3)[CH2:10][CH:5]3[CH2:6][CH:7]([CH2:9][CH:3]([CH2:4]3)[CH2:2]1)[CH2:8]2. The yield is 0.480. (2) The reactants are [CH3:1][O:2][C:3](=[O:26])/[C:4](/[C:8]1[CH:13]=[CH:12][CH:11]=[CH:10][C:9]=1[CH2:14][O:15][C:16]1[CH:21]=[CH:20][C:19]([N+:22]([O-])=O)=[CH:18][C:17]=1[F:25])=[CH:5]/[O:6][CH3:7].[H][H]. The catalyst is CO.C(OCC)(=O)C.[Pd]. The product is [CH3:1][O:2][C:3](=[O:26])/[C:4](/[C:8]1[CH:13]=[CH:12][CH:11]=[CH:10][C:9]=1[CH2:14][O:15][C:16]1[CH:21]=[CH:20][C:19]([NH2:22])=[CH:18][C:17]=1[F:25])=[CH:5]/[O:6][CH3:7]. The yield is 0.920. (3) The reactants are [Cl:1][CH2:2][CH2:3][CH2:4][S:5]([O:8][CH2:9][C:10]([CH3:23])([CH3:22])[C@@H:11]([O:14][CH2:15][C:16]1[CH:21]=[CH:20][CH:19]=[CH:18][CH:17]=1)[CH:12]=[O:13])(=[O:7])=[O:6].CC(C)=[O:26]. The product is [Cl:1][CH2:2][CH2:3][CH2:4][S:5]([O:8][CH2:9][C:10]([CH3:23])([CH3:22])[C@@H:11]([O:14][CH2:15][C:16]1[CH:17]=[CH:18][CH:19]=[CH:20][CH:21]=1)[C:12]([OH:26])=[O:13])(=[O:7])=[O:6]. The yield is 0.960. No catalyst specified. (4) The catalyst is CO.[OH-].[Pd+2].[OH-]. The reactants are [F:1][C:2]1[CH:7]=[CH:6][C:5]([N:8]2[CH:13]=[CH:12][C:11]3=[N:14][C:15]([CH2:17][O:18][C:19]4[CH:24]=[CH:23][CH:22]=[CH:21][CH:20]=4)=[CH:16][N:10]3[C:9]2=[O:25])=[CH:4][CH:3]=1. The yield is 0.570. The product is [F:1][C:2]1[CH:7]=[CH:6][C:5]([N:8]2[CH2:13][CH2:12][C:11]3=[N:14][C:15]([CH2:17][O:18][C:19]4[CH:20]=[CH:21][CH:22]=[CH:23][CH:24]=4)=[CH:16][N:10]3[C:9]2=[O:25])=[CH:4][CH:3]=1.